Dataset: Full USPTO retrosynthesis dataset with 1.9M reactions from patents (1976-2016). Task: Predict the reactants needed to synthesize the given product. The reactants are: FC1C=CC=C(F)C=1CN.C1([N+]#[C-])CCCCC1.[CH:19]1([NH:25][C:26]([CH:28]2[C:34]3[CH:35]=[C:36]([Br:39])[CH:37]=[CH:38][C:33]=3[O:32][CH:31]([CH:40](C)[CH3:41])[C:30](=[O:43])[N:29]2[CH2:44][C:45]2[C:50]([F:51])=[CH:49][CH:48]=[CH:47][C:46]=2[F:52])=[O:27])[CH2:24][CH2:23][CH2:22][CH2:21][CH2:20]1. Given the product [CH:19]1([NH:25][C:26]([CH:28]2[C:34]3[CH:35]=[C:36]([Br:39])[CH:37]=[CH:38][C:33]=3[O:32][CH:31]([CH2:40][CH3:41])[C:30](=[O:43])[N:29]2[CH2:44][C:45]2[C:46]([F:52])=[CH:47][CH:48]=[CH:49][C:50]=2[F:51])=[O:27])[CH2:20][CH2:21][CH2:22][CH2:23][CH2:24]1, predict the reactants needed to synthesize it.